Dataset: Forward reaction prediction with 1.9M reactions from USPTO patents (1976-2016). Task: Predict the product of the given reaction. (1) Given the reactants Cl.[O:2]=[C:3]1[NH:12][C:11]2[N:10]=[CH:9][C:8](/[CH:13]=[CH:14]/[C:15]([OH:17])=O)=[CH:7][C:6]=2[CH2:5][CH2:4]1.[C:18]1([CH:24]2[CH2:28][CH2:27][CH2:26][NH:25]2)[CH:23]=[CH:22][CH:21]=[CH:20][CH:19]=1.CCN(C(C)C)C(C)C.CCN=C=NCCCN(C)C, predict the reaction product. The product is: [O:17]=[C:15]([N:25]1[CH2:26][CH2:27][CH2:28][CH:24]1[C:18]1[CH:23]=[CH:22][CH:21]=[CH:20][CH:19]=1)/[CH:14]=[CH:13]/[C:8]1[CH:7]=[C:6]2[C:11](=[N:10][CH:9]=1)[NH:12][C:3](=[O:2])[CH2:4][CH2:5]2. (2) Given the reactants [CH3:1][C:2]1([NH:30][C:31](=[O:37])[O:32][C:33]([CH3:36])([CH3:35])[CH3:34])[CH2:20][C:19]2[CH:21]=[C:15]([CH:16]=[CH:17][CH:18]=2)[CH2:14][CH:13]=[CH:12][CH2:11][C:10]2=[CH:22][C:6](=[CH:7][C:8]([N:23]([CH3:28])[S:24]([CH3:27])(=[O:26])=[O:25])=[N:9]2)[CH2:5][O:4][C:3]1=[O:29], predict the reaction product. The product is: [CH3:1][C:2]1([NH:30][C:31](=[O:37])[O:32][C:33]([CH3:36])([CH3:35])[CH3:34])[CH2:20][C:19]2[CH:21]=[C:15]([CH:16]=[CH:17][CH:18]=2)[CH2:14][CH2:13][CH2:12][CH2:11][C:10]2=[CH:22][C:6](=[CH:7][C:8]([N:23]([CH3:28])[S:24]([CH3:27])(=[O:26])=[O:25])=[N:9]2)[CH2:5][O:4][C:3]1=[O:29]. (3) The product is: [CH3:1][N:2]([CH3:6])[CH2:3][CH2:4][O:5][C:10]1[N:15]2[CH:16]=[C:17]([CH2:19][N:20]([CH3:31])[C@@H:21]3[C:30]4[N:29]=[CH:28][CH:27]=[CH:26][C:25]=4[CH2:24][CH2:23][CH2:22]3)[N:18]=[C:14]2[CH:13]=[CH:12][CH:11]=1. Given the reactants [CH3:1][N:2]([CH3:6])[CH2:3][CH2:4][OH:5].[H-].[Na+].F[C:10]1[N:15]2[CH:16]=[C:17]([CH2:19][N:20]([CH3:31])[C@@H:21]3[C:30]4[N:29]=[CH:28][CH:27]=[CH:26][C:25]=4[CH2:24][CH2:23][CH2:22]3)[N:18]=[C:14]2[CH:13]=[CH:12][CH:11]=1, predict the reaction product. (4) Given the reactants [CH3:1][O:2][C:3]1[CH:8]=[CH:7][C:6]([S:9](Cl)(=[O:11])=[O:10])=[CH:5][CH:4]=1.Cl.O.[NH:15]1[CH2:20][CH2:19][C:18](=[O:21])[CH2:17][CH2:16]1, predict the reaction product. The product is: [CH3:1][O:2][C:3]1[CH:8]=[CH:7][C:6]([S:9]([N:15]2[CH2:20][CH2:19][C:18](=[O:21])[CH2:17][CH2:16]2)(=[O:11])=[O:10])=[CH:5][CH:4]=1. (5) Given the reactants [CH3:1][C:2]1[CH:12]=[CH:11][CH:10]=[C:9]([O:13][CH2:14][CH2:15][O:16][C@@H:17]2[CH2:22][CH2:21][CH2:20][C@H:19]([O:23][CH2:24][C:25]3[N:26]=[C:27]([C:31]4[CH:32]=[C:33]([CH3:37])[CH:34]=[CH:35][CH:36]=4)[O:28][C:29]=3[CH3:30])[CH2:18]2)[C:3]=1[C:4]([O:6]CC)=[O:5].[OH-].[Na+], predict the reaction product. The product is: [CH3:1][C:2]1[CH:12]=[CH:11][CH:10]=[C:9]([O:13][CH2:14][CH2:15][O:16][C@@H:17]2[CH2:22][CH2:21][CH2:20][C@H:19]([O:23][CH2:24][C:25]3[N:26]=[C:27]([C:31]4[CH:32]=[C:33]([CH3:37])[CH:34]=[CH:35][CH:36]=4)[O:28][C:29]=3[CH3:30])[CH2:18]2)[C:3]=1[C:4]([OH:6])=[O:5]. (6) Given the reactants [CH2:1]([O:8][C:9]1[CH:19]=[CH:18][C:12]([O:13][CH2:14][C@@H:15]2[CH2:17][O:16]2)=[CH:11][C:10]=1[S:20]([CH2:22][CH2:23][CH2:24][CH3:25])=[O:21])[C:2]1[CH:7]=[CH:6][CH:5]=[CH:4][CH:3]=1.C(S(CCCC)=O)CCC.S(C1C=CC([N+]([O-])=O)=CC=1)(OC[C@H]1OC1)(=O)=O.Cl.[NH2:54][C@H:55]1[CH2:60][CH2:59][C@H:58]([C:61]2[CH:75]=[CH:74][C:64]([O:65][C:66]([CH3:73])([CH3:72])[C:67]([O:69][CH2:70][CH3:71])=[O:68])=[CH:63][CH:62]=2)[CH2:57][CH2:56]1, predict the reaction product. The product is: [CH2:1]([O:8][C:9]1[CH:19]=[CH:18][C:12]([O:13][CH2:14][C@@H:15]([OH:16])[CH2:17][NH:54][C@H:55]2[CH2:60][CH2:59][C@H:58]([C:61]3[CH:62]=[CH:63][C:64]([O:65][C:66]([CH3:72])([CH3:73])[C:67]([O:69][CH2:70][CH3:71])=[O:68])=[CH:74][CH:75]=3)[CH2:57][CH2:56]2)=[CH:11][C:10]=1[S:20]([CH2:22][CH2:23][CH2:24][CH3:25])=[O:21])[C:2]1[CH:7]=[CH:6][CH:5]=[CH:4][CH:3]=1. (7) Given the reactants [CH2:1]([C:5]([C:18]([O:20][CH2:21][CH3:22])=[O:19])([CH2:14][CH2:15][CH2:16][CH3:17])[N:6]=CC1C=CC=CC=1)[CH2:2][CH2:3][CH3:4].Cl, predict the reaction product. The product is: [CH2:14]([C:5]([C:18]([O:20][CH2:21][CH3:22])=[O:19])([CH2:1][CH2:2][CH2:3][CH3:4])[NH2:6])[CH2:15][CH2:16][CH3:17]. (8) Given the reactants F[NH:2][C:3]1[CH:8]=[CH:7][CH:6]=[CH:5][CH:4]=1.CC(C)([O-])C.[K+].[F:15][C:16]1C=[CH:22][CH:21]=[CH:20][C:17]=1C#N.[CH3:24][N:25]([CH:27]=O)C, predict the reaction product. The product is: [F:15][C:16]1[CH:17]=[CH:20][CH:21]=[CH:22][C:24]=1[NH:25][C:27]1[CH:4]=[CH:5][CH:6]=[CH:7][C:8]=1[C:3]#[N:2]. (9) Given the reactants C([N:8]1[CH2:17][CH2:16][C:15]2[C:14]([NH:18][C:19]3[CH:24]=[CH:23][C:22]([C:25]([F:28])([F:27])[F:26])=[CH:21][CH:20]=3)=[N:13][CH:12]=[N:11][C:10]=2[CH2:9]1)C1C=CC=CC=1, predict the reaction product. The product is: [F:28][C:25]([F:26])([F:27])[C:22]1[CH:21]=[CH:20][C:19]([NH:18][C:14]2[C:15]3[CH2:16][CH2:17][NH:8][CH2:9][C:10]=3[N:11]=[CH:12][N:13]=2)=[CH:24][CH:23]=1.